This data is from Catalyst prediction with 721,799 reactions and 888 catalyst types from USPTO. The task is: Predict which catalyst facilitates the given reaction. (1) Reactant: [CH3:1][O:2][C:3](=[O:12])[C:4]1[CH:9]=[C:8]([F:10])[CH:7]=[C:6](Br)[CH:5]=1.[Cu](C#N)[C:14]#[N:15].C([O-])([O-])=O.[K+].[K+].C(OCC)(=O)C. Product: [CH3:1][O:2][C:3](=[O:12])[C:4]1[CH:9]=[C:8]([F:10])[CH:7]=[C:6]([C:14]#[N:15])[CH:5]=1. The catalyst class is: 3. (2) Reactant: [CH:1](=[O:10])[CH2:2][CH2:3][C:4]1[CH:9]=[CH:8][CH:7]=[CH:6][CH:5]=1.[CH:11](=[O:15])[CH:12]([CH3:14])[CH3:13].N1CCC[C@H]1C(O)=O. Product: [CH2:3]([C@@H:2]([C@@H:11]([OH:15])[CH:12]([CH3:14])[CH3:13])[CH:1]=[O:10])[C:4]1[CH:9]=[CH:8][CH:7]=[CH:6][CH:5]=1. The catalyst class is: 42.